This data is from Full USPTO retrosynthesis dataset with 1.9M reactions from patents (1976-2016). The task is: Predict the reactants needed to synthesize the given product. (1) Given the product [F:22][C:23]1[CH:28]=[CH:27][C:26]([C:29]([F:32])([F:30])[F:31])=[CH:25][C:24]=1[CH2:33][CH2:34][C@H:35]1[C:44]2[C:39](=[CH:40][C:41]([O:47][CH3:48])=[C:42]([O:45][CH3:46])[CH:43]=2)[CH2:38][CH2:37][N:36]1[C@H:4]([C:5]1[CH:6]=[CH:7][CH:8]=[CH:9][CH:10]=1)[C:1]([NH2:2])=[O:3], predict the reactants needed to synthesize it. The reactants are: [C:1]([CH:4](OS(C1C=CC(C)=CC=1)(=O)=O)[C:5]1[CH:10]=[CH:9][CH:8]=[CH:7][CH:6]=1)(=[O:3])[NH2:2].[F:22][C:23]1[CH:28]=[CH:27][C:26]([C:29]([F:32])([F:31])[F:30])=[CH:25][C:24]=1[CH2:33][CH2:34][C@H:35]1[C:44]2[C:39](=[CH:40][C:41]([O:47][CH3:48])=[C:42]([O:45][CH3:46])[CH:43]=2)[CH2:38][CH2:37][NH:36]1. (2) Given the product [CH3:10][C@@H:11]1[N:12]([C:2]2[CH:9]=[CH:8][C:5]([C:6]#[N:7])=[CH:4][CH:3]=2)[CH2:13][CH2:14][O:15][CH2:16]1, predict the reactants needed to synthesize it. The reactants are: F[C:2]1[CH:9]=[CH:8][C:5]([C:6]#[N:7])=[CH:4][CH:3]=1.[CH3:10][C@H:11]1[CH2:16][O:15][CH2:14][CH2:13][NH:12]1.C([O-])([O-])=O.[K+].[K+]. (3) Given the product [CH:35]1([CH2:38][N:14]2[C:15]3[C:20](=[CH:19][C:18]([C:22]([N:24]4[CH2:25][CH2:26][N:27]([CH:30]([CH3:32])[CH3:31])[CH2:28][CH2:29]4)=[O:23])=[CH:17][CH:16]=3)[CH:21]=[C:13]2[C:11]([N:8]2[CH2:9][CH2:10][C:5]3([O:4][CH2:3][CH2:2][O:1]3)[CH2:6][CH2:7]2)=[O:12])[CH2:37][CH2:36]1, predict the reactants needed to synthesize it. The reactants are: [O:1]1[C:5]2([CH2:10][CH2:9][N:8]([C:11]([C:13]3[NH:14][C:15]4[C:20]([CH:21]=3)=[CH:19][C:18]([C:22]([N:24]3[CH2:29][CH2:28][N:27]([CH:30]([CH3:32])[CH3:31])[CH2:26][CH2:25]3)=[O:23])=[CH:17][CH:16]=4)=[O:12])[CH2:7][CH2:6]2)[O:4][CH2:3][CH2:2]1.[H-].[Na+].[CH:35]1([CH2:38]Br)[CH2:37][CH2:36]1. (4) Given the product [Cl:8][C:9]1[N:18]=[C:17]([N:19]2[CH2:23][CH2:22][C@H:21]([N:24]([CH2:33][CH2:34][CH3:35])[C:25](=[O:31])[O:26][C:27]([CH3:28])([CH3:30])[CH3:29])[CH2:20]2)[C:16]2[C:11](=[CH:12][CH:13]=[CH:14][CH:15]=2)[N:10]=1, predict the reactants needed to synthesize it. The reactants are: [H-].[Na+].CN(C)C=O.[Cl:8][C:9]1[N:18]=[C:17]([N:19]2[CH2:23][CH2:22][C@H:21]([NH:24][C:25](=[O:31])[O:26][C:27]([CH3:30])([CH3:29])[CH3:28])[CH2:20]2)[C:16]2[C:11](=[CH:12][CH:13]=[CH:14][CH:15]=2)[N:10]=1.Br[CH2:33][CH2:34][CH3:35]. (5) Given the product [CH3:1][O:2][C:3]1[CH:8]=[CH:7][CH:6]=[CH:5][C:4]=1[O:9][CH2:10][CH:12]1[O:14][CH2:13]1, predict the reactants needed to synthesize it. The reactants are: [CH3:1][O:2][C:3]1[CH:8]=[CH:7][CH:6]=[CH:5][C:4]=1[OH:9].[CH2:10]([CH:12]1[O:14][CH2:13]1)Cl.[OH-].[Na+]. (6) Given the product [CH3:1][CH:2]1[CH2:7][CH2:6][C:5](=[N:10][OH:11])[CH2:4][CH2:3]1, predict the reactants needed to synthesize it. The reactants are: [CH3:1][CH:2]1[CH2:7][CH2:6][C:5](=O)[CH2:4][CH2:3]1.Cl.[NH2:10][OH:11].C([O-])(=O)C.[Na+]. (7) Given the product [C:9]([C:13]1[CH:18]=[CH:17][C:16]([C:19](=[O:53])[CH2:20][N:21]2[CH2:30][CH2:29][C:28]3[C:23](=[CH:24][CH:25]=[C:26]([S:31]([NH:34][C:35]4[CH:40]=[CH:39][C:38]([F:41])=[CH:37][CH:36]=4)(=[O:32])=[O:33])[CH:27]=3)[CH2:22]2)=[CH:15][CH:14]=1)([CH3:12])([CH3:10])[CH3:11], predict the reactants needed to synthesize it. The reactants are: C1(OC)C=CC=CC=1.[C:9]([C:13]1[CH:18]=[CH:17][C:16]([C:19](=[O:53])[CH2:20][N:21]2[CH2:30][CH2:29][C:28]3[C:23](=[CH:24][CH:25]=[C:26]([S:31]([N:34](CC4C=CC(OC)=CC=4OC)[C:35]4[CH:40]=[CH:39][C:38]([F:41])=[CH:37][CH:36]=4)(=[O:33])=[O:32])[CH:27]=3)[CH2:22]2)=[CH:15][CH:14]=1)([CH3:12])([CH3:11])[CH3:10].FC(F)(F)C(O)=O.C(=O)([O-])O.[Na+]. (8) Given the product [O:28]1[C:32]2[CH:33]=[CH:34][C:35]([N:13]3[C:14](=[O:15])[C:9]([CH2:8][C:7]4[CH:6]=[CH:5][C:4]([C:20]5[C:21]([C:26]#[N:27])=[CH:22][CH:23]=[CH:24][CH:25]=5)=[CH:3][C:2]=4[F:1])=[C:10]([CH2:17][CH2:18][CH3:19])[N:11]=[C:12]3[CH3:16])=[CH:36][C:31]=2[CH2:30][CH2:29]1, predict the reactants needed to synthesize it. The reactants are: [F:1][C:2]1[CH:3]=[C:4]([C:20]2[C:21]([C:26]#[N:27])=[CH:22][CH:23]=[CH:24][CH:25]=2)[CH:5]=[CH:6][C:7]=1[CH2:8][C:9]1[C:14](=[O:15])[NH:13][C:12]([CH3:16])=[N:11][C:10]=1[CH2:17][CH2:18][CH3:19].[O:28]1[C:32]2[CH:33]=[CH:34][C:35](B(O)O)=[CH:36][C:31]=2[CH2:30][CH2:29]1.C(N(CC)CC)C.N1C=CC=CC=1.